This data is from NCI-60 drug combinations with 297,098 pairs across 59 cell lines. The task is: Regression. Given two drug SMILES strings and cell line genomic features, predict the synergy score measuring deviation from expected non-interaction effect. (1) Drug 1: C1=CC(=C2C(=C1NCCNCCO)C(=O)C3=C(C=CC(=C3C2=O)O)O)NCCNCCO. Drug 2: CC1=C2C(C(=O)C3(C(CC4C(C3C(C(C2(C)C)(CC1OC(=O)C(C(C5=CC=CC=C5)NC(=O)OC(C)(C)C)O)O)OC(=O)C6=CC=CC=C6)(CO4)OC(=O)C)O)C)O. Cell line: UO-31. Synergy scores: CSS=27.1, Synergy_ZIP=-6.64, Synergy_Bliss=-2.21, Synergy_Loewe=0.834, Synergy_HSA=1.17. (2) Drug 1: CC12CCC(CC1=CCC3C2CCC4(C3CC=C4C5=CN=CC=C5)C)O. Drug 2: CC(C)CN1C=NC2=C1C3=CC=CC=C3N=C2N. Cell line: NCI-H226. Synergy scores: CSS=0.319, Synergy_ZIP=1.17, Synergy_Bliss=1.71, Synergy_Loewe=-1.70, Synergy_HSA=-1.76. (3) Drug 1: CS(=O)(=O)OCCCCOS(=O)(=O)C. Drug 2: C1CNP(=O)(OC1)N(CCCl)CCCl. Cell line: K-562. Synergy scores: CSS=10.7, Synergy_ZIP=-6.68, Synergy_Bliss=-4.99, Synergy_Loewe=-2.74, Synergy_HSA=-2.74. (4) Drug 1: C1=CC(=CC=C1CCCC(=O)O)N(CCCl)CCCl. Drug 2: C1CC(C1)(C(=O)O)C(=O)O.[NH2-].[NH2-].[Pt+2]. Cell line: HT29. Synergy scores: CSS=27.2, Synergy_ZIP=-6.34, Synergy_Bliss=3.43, Synergy_Loewe=2.25, Synergy_HSA=4.61. (5) Drug 1: C1=CC(=CC=C1CC(C(=O)O)N)N(CCCl)CCCl.Cl. Drug 2: CCCS(=O)(=O)NC1=C(C(=C(C=C1)F)C(=O)C2=CNC3=C2C=C(C=N3)C4=CC=C(C=C4)Cl)F. Cell line: A498. Synergy scores: CSS=7.03, Synergy_ZIP=-1.10, Synergy_Bliss=3.43, Synergy_Loewe=-0.289, Synergy_HSA=0.207.